Task: Predict the product of the given reaction.. Dataset: Forward reaction prediction with 1.9M reactions from USPTO patents (1976-2016) Given the reactants [CH2:1]([O:8][C:9]1[CH:16]=[CH:15][C:12]([CH:13]=O)=[C:11]([O:17][CH:18]([CH3:20])[CH3:19])[CH:10]=1)[C:2]1[CH:7]=[CH:6][CH:5]=[CH:4][CH:3]=1.[C:21]([CH:26]=P(C1C=CC=CC=1)(C1C=CC=CC=1)C1C=CC=CC=1)([O:23][CH2:24][CH3:25])=[O:22], predict the reaction product. The product is: [CH2:1]([O:8][C:9]1[CH:16]=[CH:15][C:12](/[CH:13]=[CH:26]/[C:21]([O:23][CH2:24][CH3:25])=[O:22])=[C:11]([O:17][CH:18]([CH3:20])[CH3:19])[CH:10]=1)[C:2]1[CH:7]=[CH:6][CH:5]=[CH:4][CH:3]=1.